From a dataset of Forward reaction prediction with 1.9M reactions from USPTO patents (1976-2016). Predict the product of the given reaction. (1) Given the reactants [N:1]1([C:5]([C:7]2[CH:8]=[N:9][N:10]([CH3:15])[C:11]=2[C:12]([OH:14])=O)=[O:6])[CH2:4][CH2:3][CH2:2]1.[F:16][C:17]1[CH:18]=[C:19]([C:23]2[N:24]=[C:25]3[CH:30]=[C:29]([NH2:31])[N:28]=[CH:27][N:26]3[CH:32]=2)[CH:20]=[CH:21][CH:22]=1, predict the reaction product. The product is: [F:16][C:17]1[CH:18]=[C:19]([C:23]2[N:24]=[C:27]3[N:28]=[C:29]([NH:31][C:12]([C:11]4[N:10]([CH3:15])[N:9]=[CH:8][C:7]=4[C:5]([N:1]4[CH2:2][CH2:3][CH2:4]4)=[O:6])=[O:14])[CH:30]=[CH:25][N:26]3[CH:32]=2)[CH:20]=[CH:21][CH:22]=1. (2) Given the reactants [CH2:1]([OH:3])[CH3:2].[C:4]([OH:7])(=O)[CH3:5].[Br-].[Br-].[Br-].[NH+:11]1[CH:16]=[CH:15][CH:14]=[CH:13][CH:12]=1.[NH+]1[CH:22]=[CH:21][CH:20]=[CH:19]C=1.[NH+:23]1[CH:28]=CC=C[CH:24]=1.O.[CH3:30][C:31](O)(C)[CH3:32], predict the reaction product. The product is: [CH3:24][N:23]([CH3:28])[C:4](=[O:7])[CH2:5][C:19]1[CH:20]=[CH:21][CH:22]=[C:13]([C:14]2[CH:32]=[CH:31][CH:30]=[C:16]3[C:15]=2[CH2:2][C:1](=[O:3])[NH:11]3)[CH:12]=1.